From a dataset of Full USPTO retrosynthesis dataset with 1.9M reactions from patents (1976-2016). Predict the reactants needed to synthesize the given product. (1) Given the product [CH2:1]([C:8]1[N:9]=[CH:10][C:11]([CH2:14][C:15]([Cl:25])=[N:16][OH:18])=[CH:12][CH:13]=1)[C:2]1[CH:7]=[CH:6][CH:5]=[CH:4][CH:3]=1, predict the reactants needed to synthesize it. The reactants are: [CH2:1]([C:8]1[CH:13]=[CH:12][C:11]([CH2:14][CH2:15][N+:16]([O-:18])=O)=[CH:10][N:9]=1)[C:2]1[CH:7]=[CH:6][CH:5]=[CH:4][CH:3]=1.CO.C[O-].[Li+].C(Cl)[Cl:25]. (2) The reactants are: [NH2:1][C:2]1[N:6]([C:7]2[C:12]([Cl:13])=[CH:11][C:10]([C:14]([F:17])([F:16])[F:15])=[CH:9][C:8]=2[Cl:18])[N:5]=[C:4]([C:19]#[N:20])[C:3]=1[CH:21]=O.BrN1C(=O)CCC1=O.[SH:31][CH2:32][CH2:33][CH2:34][SH:35].[OH-].[Na+]. Given the product [NH2:1][C:2]1[N:6]([C:7]2[C:12]([Cl:13])=[CH:11][C:10]([C:14]([F:17])([F:16])[F:15])=[CH:9][C:8]=2[Cl:18])[N:5]=[C:4]([C:19]#[N:20])[C:3]=1[CH:21]1[S:35][CH2:34][CH2:33][CH2:32][S:31]1, predict the reactants needed to synthesize it. (3) Given the product [Br:1][C:2]1[CH:3]=[C:4]([CH:7]=[C:8]([N+:11]([O-:13])=[O:12])[C:9]=1[OH:10])[CH:5]=[O:6], predict the reactants needed to synthesize it. The reactants are: [Br:1][C:2]1[CH:3]=[C:4]([CH:7]=[CH:8][C:9]=1[OH:10])[CH:5]=[O:6].[N+:11]([O-])([OH:13])=[O:12]. (4) Given the product [CH3:1][C:2]1[C:10]2[C:5](=[CH:6][C:7]([CH:11]([CH2:38][N+:35]([O-:37])=[O:36])[CH2:12][C:13]([O:15][CH3:16])=[O:14])=[CH:8][CH:9]=2)[N:4]([CH2:17][CH2:18][CH2:19][C:20]2[CH:25]=[CH:24][CH:23]=[CH:22][CH:21]=2)[CH:3]=1, predict the reactants needed to synthesize it. The reactants are: [CH3:1][C:2]1[C:10]2[C:5](=[CH:6][C:7]([CH:11]=[CH:12][C:13]([O:15][CH3:16])=[O:14])=[CH:8][CH:9]=2)[N:4]([CH2:17][CH2:18][CH2:19][C:20]2[CH:25]=[CH:24][CH:23]=[CH:22][CH:21]=2)[CH:3]=1.CN(C)C(=N)N(C)C.Cl.[N+:35]([CH3:38])([O-:37])=[O:36]. (5) Given the product [CH3:1][N:2]([C:3]1[CH:8]=[CH:7][CH:6]=[CH:5][CH:4]=1)[CH:10]([C:16]1[CH:21]=[CH:20][CH:19]=[CH:18][CH:17]=1)[C:11]([O:13][CH2:14][CH3:15])=[O:12], predict the reactants needed to synthesize it. The reactants are: [CH3:1][NH:2][C:3]1[CH:8]=[CH:7][CH:6]=[CH:5][CH:4]=1.Br[CH:10]([C:16]1[CH:21]=[CH:20][CH:19]=[CH:18][CH:17]=1)[C:11]([O:13][CH2:14][CH3:15])=[O:12].